From a dataset of Full USPTO retrosynthesis dataset with 1.9M reactions from patents (1976-2016). Predict the reactants needed to synthesize the given product. (1) Given the product [NH2:24][C:11]1[N:10]=[C:9]([C:30]2[CH:31]=[CH:32][C:27]([C:25]#[N:26])=[C:28]([F:36])[CH:29]=2)[CH:14]=[C:13]([N:15]2[CH2:19][CH2:18][CH2:17][CH:16]2[C:20]([F:23])([F:22])[F:21])[N:12]=1, predict the reactants needed to synthesize it. The reactants are: C(=O)([O-])[O-].[K+].[K+].O.Cl[C:9]1[CH:14]=[C:13]([N:15]2[CH2:19][CH2:18][CH2:17][CH:16]2[C:20]([F:23])([F:22])[F:21])[N:12]=[C:11]([NH2:24])[N:10]=1.[C:25]([C:27]1[CH:32]=[CH:31][C:30](B(O)O)=[CH:29][C:28]=1[F:36])#[N:26]. (2) The reactants are: Cl.[CH2:2]([NH:4][C:5]([NH:7][C:8]1[CH:13]=[CH:12][C:11]([C:14]2[C:15]3[CH2:28][NH:27][CH2:26][C:16]=3[N:17]=[C:18]([N:20]3[CH2:25][CH2:24][O:23][CH2:22][CH2:21]3)[N:19]=2)=[CH:10][CH:9]=1)=[O:6])[CH3:3].C([O-])(O)=O.[Na+].Cl[C:35]([O:37][CH2:38][CH3:39])=[O:36]. Given the product [CH2:2]([NH:4][C:5](=[O:6])[NH:7][C:8]1[CH:13]=[CH:12][C:11]([C:14]2[C:15]3[CH2:28][N:27]([C:35]([O:37][CH2:38][CH3:39])=[O:36])[CH2:26][C:16]=3[N:17]=[C:18]([N:20]3[CH2:25][CH2:24][O:23][CH2:22][CH2:21]3)[N:19]=2)=[CH:10][CH:9]=1)[CH3:3], predict the reactants needed to synthesize it. (3) Given the product [Br:19][C:20]1[CH:25]=[CH:24][C:23]([N:26]2[C:7]([C:1]3[CH:6]=[CH:5][CH:4]=[CH:3][CH:2]=3)=[CH:8][C:9]([C:10]3[CH:15]=[CH:14][CH:13]=[CH:12][CH:11]=3)=[N:27]2)=[CH:22][CH:21]=1, predict the reactants needed to synthesize it. The reactants are: [C:1]1([C:7](=O)[C:8](=O)[CH2:9][C:10]2[CH:15]=[CH:14][CH:13]=[CH:12][CH:11]=2)[CH:6]=[CH:5][CH:4]=[CH:3][CH:2]=1.Cl.[Br:19][C:20]1[CH:25]=[CH:24][C:23]([NH:26][NH2:27])=[CH:22][CH:21]=1.C[O-].[Na+]. (4) Given the product [O:11]1[CH2:12][CH2:13][O:14][CH:10]1[C:7]1[N:6]=[C:5]2[NH:1][CH:2]=[CH:3][C:4]2=[CH:9][CH:8]=1, predict the reactants needed to synthesize it. The reactants are: [NH:1]1[C:5]2=[N:6][C:7]([CH:10]=[O:11])=[CH:8][CH:9]=[C:4]2[CH:3]=[CH:2]1.[CH2:12](O)[CH2:13][OH:14].CCCP(=O)=O. (5) Given the product [CH3:1][C:2]1[CH:7]=[C:6]([CH3:8])[C:5]([S:9]([CH2:10][C:11]([F:12])([F:14])[F:13])=[O:42])=[CH:4][C:3]=1[N:15]1[CH:19]=[N:18][C:17]([C:20]([F:22])([F:23])[F:21])=[N:16]1, predict the reactants needed to synthesize it. The reactants are: [CH3:1][C:2]1[CH:7]=[C:6]([CH3:8])[C:5]([S:9][CH2:10][C:11]([F:14])([F:13])[F:12])=[CH:4][C:3]=1[N:15]1[CH:19]=[N:18][C:17]([C:20]([F:23])([F:22])[F:21])=[N:16]1.C(C1C=C(C(C)(C)C)C=C(/C=N/C(C(C)(C)C)C[OH:42])C=1O)(C)(C)C.OO.S([O-])([O-])(=O)=S. (6) The reactants are: Cl.Cl.[NH2:3][CH2:4][CH2:5][C:6]1[NH:7][C:8]2[CH:14]=[CH:13][CH:12]=[CH:11][C:9]=2[N:10]=1.[C:15]1(=O)[O:20][C:18](=[O:19])[C:17]2=[CH:21][CH:22]=[CH:23][CH:24]=[C:16]12.C(N(CC)CC)C. Given the product [C:15]1(=[O:20])[N:3]([CH2:4][CH2:5][C:6]2[NH:10][C:9]3[CH:11]=[CH:12][CH:13]=[CH:14][C:8]=3[N:7]=2)[C:18](=[O:19])[C:17]2=[CH:21][CH:22]=[CH:23][CH:24]=[C:16]12, predict the reactants needed to synthesize it.